From a dataset of Forward reaction prediction with 1.9M reactions from USPTO patents (1976-2016). Predict the product of the given reaction. (1) The product is: [I:2][C:3]1[CH:10]=[CH:9][C:6]([CH2:7][NH:8][S:12]([CH3:11])(=[O:14])=[O:13])=[CH:5][CH:4]=1. Given the reactants Cl.[I:2][C:3]1[CH:10]=[CH:9][C:6]([CH2:7][NH2:8])=[CH:5][CH:4]=1.[CH3:11][S:12](Cl)(=[O:14])=[O:13].C(N(CC)CC)C, predict the reaction product. (2) The product is: [Cl:1][C:2]1[CH:7]=[CH:6][CH:5]=[CH:4][C:3]=1[C:8]1[C:14]2[CH:15]=[C:16]([F:21])[C:17]([O:19][CH3:20])=[CH:18][C:13]=2[NH:12][C:11](=[S:32])[CH2:10][N:9]=1. Given the reactants [Cl:1][C:2]1[CH:7]=[CH:6][CH:5]=[CH:4][C:3]=1[C:8]1[C:14]2[CH:15]=[C:16]([F:21])[C:17]([O:19][CH3:20])=[CH:18][C:13]=2[NH:12][C:11](=O)[CH2:10][N:9]=1.COC1C=CC(P2(SP(C3C=CC(OC)=CC=3)(=S)S2)=[S:32])=CC=1, predict the reaction product.